From a dataset of Reaction yield outcomes from USPTO patents with 853,638 reactions. Predict the reaction yield, written as a fraction of the theoretical maximum amount of product (1.0 means a 100% yield; for example, 0.34 means a 34% yield). (1) The reactants are [Br:1][C:2]1[CH:3]=[N:4][CH:5]=[C:6]([CH:9]=1)[CH:7]=[O:8].[BH4-].[Na+]. The catalyst is CO. The product is [Br:1][C:2]1[CH:9]=[C:6]([CH2:7][OH:8])[CH:5]=[N:4][CH:3]=1. The yield is 0.900. (2) The reactants are [CH3:1][C:2]1[CH:7]=[CH:6][C:5]([S:8]([O:11][CH2:12][C@H:13]([O:16][C:17]2[C:22]([CH2:23]C=C)=[CH:21][CH:20]=[CH:19][C:18]=2[C:26]2[C:31]([Cl:32])=[CH:30][CH:29]=[CH:28][C:27]=2[Cl:33])[CH:14]=[CH2:15])(=[O:10])=[O:9])=[CH:4][CH:3]=1.[H][H]. The catalyst is ClCCl.C(OCC)(=O)C.C(O)C.C1CCC(P(C2CCCCC2)C2CCCCC2)CC1.C1CCC(P(C2CCCCC2)C2CCCCC2)CC1.C1C=CC(C=[Ru](Cl)Cl)=CC=1.[Pt](=O)=O. The product is [CH3:1][C:2]1[CH:7]=[CH:6][C:5]([S:8]([O:11][CH2:12][C@H:13]2[CH2:14][CH2:15][CH2:23][C:22]3[CH:21]=[CH:20][CH:19]=[C:18]([C:26]4[C:31]([Cl:32])=[CH:30][CH:29]=[CH:28][C:27]=4[Cl:33])[C:17]=3[O:16]2)(=[O:10])=[O:9])=[CH:4][CH:3]=1. The yield is 0.920. (3) The reactants are C([O:3][C:4](=[O:30])[CH:5]([N:15]1[CH2:19][C:18]([O:20][C:21]2[C:26]([F:27])=[CH:25][CH:24]=[CH:23][C:22]=2[F:28])=[CH:17][C:16]1=[O:29])[CH2:6][C:7]1[C:12]([F:13])=[CH:11][CH:10]=[CH:9][C:8]=1[F:14])C.O.[OH-].[Li+].Cl. The catalyst is O1CCCC1.O. The product is [F:28][C:22]1[CH:23]=[CH:24][CH:25]=[C:26]([F:27])[C:21]=1[O:20][C:18]1[CH2:19][N:15]([CH:5]([CH2:6][C:7]2[C:8]([F:14])=[CH:9][CH:10]=[CH:11][C:12]=2[F:13])[C:4]([OH:30])=[O:3])[C:16](=[O:29])[CH:17]=1. The yield is 1.00. (4) The reactants are [CH3:1][C:2]1[CH:7]=[CH:6][C:5]([NH:8][C:9]2[S:10][CH:11]=[C:12]([C:14](OCC)=[O:15])[N:13]=2)=[CH:4][C:3]=1[O:19][CH2:20][CH:21]=[C:22]([CH3:24])[CH3:23].[H-].[H-].[H-].[H-].[Li+].[Al+3]. The catalyst is C1COCC1. The product is [CH3:1][C:2]1[CH:7]=[CH:6][C:5]([NH:8][C:9]2[S:10][CH:11]=[C:12]([CH2:14][OH:15])[N:13]=2)=[CH:4][C:3]=1[O:19][CH2:20][CH:21]=[C:22]([CH3:24])[CH3:23]. The yield is 0.590. (5) The product is [CH3:35][C:25]1[CH:30]=[CH:29][CH:28]=[CH:27][C:26]=1[S:31]([NH:1][C:2]1[CH:3]=[CH:4][C:5]([NH:8][C:9]([NH:11][C:12]2[CH:13]=[CH:14][CH:15]=[CH:16][CH:17]=2)=[O:10])=[CH:6][CH:7]=1)(=[O:33])=[O:32]. The catalyst is C(OCC)(=O)C. The reactants are [NH2:1][C:2]1[CH:7]=[CH:6][C:5]([NH:8][C:9]([NH:11][C:12]2[CH:17]=[CH:16][CH:15]=[CH:14][CH:13]=2)=[O:10])=[CH:4][CH:3]=1.C(N(CC)CC)C.[C:25]1([CH3:35])[C:26]([S:31](Cl)(=[O:33])=[O:32])=[CH:27][CH:28]=[CH:29][CH:30]=1. The yield is 0.840.